From a dataset of Forward reaction prediction with 1.9M reactions from USPTO patents (1976-2016). Predict the product of the given reaction. Given the reactants [CH2:1]([C:3]1[O:4][C:5]2[C:11]([C:12]([O:14][CH3:15])=[O:13])=[CH:10][C:9]([O:16]C)=[CH:8][C:6]=2[CH:7]=1)[CH3:2].B(Br)(Br)Br, predict the reaction product. The product is: [CH2:1]([C:3]1[O:4][C:5]2[C:11]([C:12]([O:14][CH3:15])=[O:13])=[CH:10][C:9]([OH:16])=[CH:8][C:6]=2[CH:7]=1)[CH3:2].